This data is from Full USPTO retrosynthesis dataset with 1.9M reactions from patents (1976-2016). The task is: Predict the reactants needed to synthesize the given product. (1) Given the product [Cl:1][C:2]1[CH:3]=[C:4]([O:11][CH2:12][C:13]2[C:18]([F:19])=[CH:17][CH:16]=[CH:15][N:14]=2)[C:5]([NH2:8])=[N:6][CH:7]=1, predict the reactants needed to synthesize it. The reactants are: [Cl:1][C:2]1[CH:3]=[C:4]([O:11][CH2:12][C:13]2[C:18]([F:19])=[CH:17][CH:16]=[CH:15][N:14]=2)[C:5]([N+:8]([O-])=O)=[N:6][CH:7]=1.Cl.N. (2) The reactants are: [Br:1][C:2]1[CH:3]=[CH:4][C:5]([OH:22])=[C:6]([CH:8]([C:13]([C:15]2[CH:20]=[CH:19][C:18]([F:21])=[CH:17][CH:16]=2)=O)[C:9]([O:11][CH3:12])=[O:10])[CH:7]=1.Cl. Given the product [Br:1][C:2]1[CH:3]=[CH:4][C:5]2[O:22][C:13]([C:15]3[CH:16]=[CH:17][C:18]([F:21])=[CH:19][CH:20]=3)=[C:8]([C:9]([O:11][CH3:12])=[O:10])[C:6]=2[CH:7]=1, predict the reactants needed to synthesize it. (3) The reactants are: [F:1][C:2]1[CH:28]=[CH:27][C:5]([CH2:6][CH2:7][NH:8][C:9]([C:11]2[C:19]3[N:18]=[C:17]([C:20]4[S:21][CH:22]=[CH:23][CH:24]=4)[NH:16][C:15]=3[C:14]([O:25]C)=[CH:13][CH:12]=2)=[O:10])=[CH:4][CH:3]=1.B(Br)(Br)Br. Given the product [F:1][C:2]1[CH:3]=[CH:4][C:5]([CH2:6][CH2:7][NH:8][C:9]([C:11]2[C:19]3[N:18]=[C:17]([C:20]4[S:21][CH:22]=[CH:23][CH:24]=4)[NH:16][C:15]=3[C:14]([OH:25])=[CH:13][CH:12]=2)=[O:10])=[CH:27][CH:28]=1, predict the reactants needed to synthesize it. (4) The reactants are: Cl[C:2]1[N:7]=[C:6]([NH:8][C:9]2[CH:10]=[C:11]([CH:16]=[CH:17][CH:18]=2)[O:12][CH2:13][C:14]#[N:15])[C:5]([Cl:19])=[CH:4][N:3]=1.[NH2:20][C:21]1[C:22]([O:34][CH3:35])=[CH:23][C:24]2[N:30]([CH3:31])[C:29](=[O:32])[O:28][CH2:27][CH2:26][C:25]=2[CH:33]=1. Given the product [Cl:19][C:5]1[C:6]([NH:8][C:9]2[CH:10]=[C:11]([CH:16]=[CH:17][CH:18]=2)[O:12][CH2:13][C:14]#[N:15])=[N:7][C:2]([NH:20][C:21]2[C:22]([O:34][CH3:35])=[CH:23][C:24]3[N:30]([CH3:31])[C:29](=[O:32])[O:28][CH2:27][CH2:26][C:25]=3[CH:33]=2)=[N:3][CH:4]=1, predict the reactants needed to synthesize it. (5) The reactants are: [NH2:1][CH2:2][C:3]1[CH:8]=[CH:7][CH:6]=[CH:5][C:4]=1[CH2:9][CH2:10][OH:11].C1(N)CCC1.Cl[C:18]1[C:19]2[CH:38]=[CH:37][NH:36][C:20]=2[N:21]=[C:22]([NH:24][C:25]2[CH:26]=[C:27]([NH:31][S:32]([CH3:35])(=[O:34])=[O:33])[CH:28]=[CH:29][CH:30]=2)[N:23]=1.ClC1N=C(NC2C=C(NS(C)(=O)=O)C=CC=2)N=C2C=1N=CN2. Given the product [OH:11][CH2:10][CH2:9][C:4]1[CH:5]=[CH:6][CH:7]=[CH:8][C:3]=1[CH2:2][NH:1][C:18]1[C:19]2[CH:38]=[CH:37][NH:36][C:20]=2[N:21]=[C:22]([NH:24][C:25]2[CH:26]=[C:27]([NH:31][S:32]([CH3:35])(=[O:34])=[O:33])[CH:28]=[CH:29][CH:30]=2)[N:23]=1, predict the reactants needed to synthesize it.